From a dataset of Forward reaction prediction with 1.9M reactions from USPTO patents (1976-2016). Predict the product of the given reaction. (1) The product is: [C:29]([N:6]([CH2:7][C@@H:8]1[O:12][C:11](=[O:13])[N:10]([C:14]2[CH:19]=[CH:18][C:17]([CH:20]3[CH2:25][CH2:24][S:23](=[O:27])(=[O:26])[CH2:22][CH2:21]3)=[C:16]([F:28])[CH:15]=2)[CH2:9]1)[C:5]([O:4][CH:2]([O:39][C:35](=[O:38])[CH2:36][CH3:37])[CH3:3])=[O:32])(=[O:31])[CH3:30]. Given the reactants Cl[CH:2]([O:4][C:5](=[O:32])[N:6]([C:29](=[O:31])[CH3:30])[CH2:7][C@@H:8]1[O:12][C:11](=[O:13])[N:10]([C:14]2[CH:19]=[CH:18][C:17]([CH:20]3[CH2:25][CH2:24][S:23](=[O:27])(=[O:26])[CH2:22][CH2:21]3)=[C:16]([F:28])[CH:15]=2)[CH2:9]1)[CH3:3].[I-].[Na+].[C:35]([O-:39])(=[O:38])[CH2:36][CH3:37].[Cs+].O, predict the reaction product. (2) Given the reactants C1(P(C2C=CC=CC=2)C2C=CC=CC=2)C=CC=CC=1.CC(OC(/N=N/C(OC(C)C)=O)=O)C.[OH:34][C:35]1[CH:40]=[CH:39][C:38]([C:41](=[O:43])[CH3:42])=[CH:37][C:36]=1[N+:44]([O-:46])=[O:45].[C:47]1([CH:53](O)[CH2:54][CH3:55])[CH:52]=[CH:51][CH:50]=[CH:49][CH:48]=1, predict the reaction product. The product is: [N+:44]([C:36]1[CH:37]=[C:38]([C:41](=[O:43])[CH3:42])[CH:39]=[CH:40][C:35]=1[O:34][CH:53]([C:47]1[CH:52]=[CH:51][CH:50]=[CH:49][CH:48]=1)[CH2:54][CH3:55])([O-:46])=[O:45]. (3) Given the reactants [Br:1][C:2]1[S:3][CH:4]=[C:5]([C:7]([NH:9][C:10]2[C:11]([O:32][CH3:33])=[N:12][C:13]([NH:18][CH2:19][CH2:20][N:21]([CH:29]([CH3:31])[CH3:30])C(=O)OC(C)(C)C)=[N:14][C:15]=2[O:16][CH3:17])=[O:8])[N:6]=1, predict the reaction product. The product is: [Br:1][C:2]1[S:3][CH:4]=[C:5]([C:7]([NH:9][C:10]2[C:15]([O:16][CH3:17])=[N:14][C:13]([NH:18][CH2:19][CH2:20][NH:21][CH:29]([CH3:30])[CH3:31])=[N:12][C:11]=2[O:32][CH3:33])=[O:8])[N:6]=1. (4) Given the reactants [F:1][C:2]1[CH:7]=[C:6]([N+:8]([O-:10])=[O:9])[CH:5]=[C:4]([F:11])[C:3]=1[N:12]1[CH2:21][CH2:20][C:15]2(OCC[O:16]2)[CH2:14][CH2:13]1.O.Cl, predict the reaction product. The product is: [F:1][C:2]1[CH:7]=[C:6]([N+:8]([O-:10])=[O:9])[CH:5]=[C:4]([F:11])[C:3]=1[N:12]1[CH2:21][CH2:20][C:15](=[O:16])[CH2:14][CH2:13]1. (5) Given the reactants [Br:1][C:2]1[C:7]([Cl:8])=[CH:6][C:5]([NH:9][C:10]2[N:11](CC3C=CC(OC)=CC=3)[N:12]=[C:13]([S:15]([CH3:18])(=[O:17])=[O:16])[N:14]=2)=[CH:4][C:3]=1[Cl:28].C(O)(C(F)(F)F)=O, predict the reaction product. The product is: [Br:1][C:2]1[C:3]([Cl:28])=[CH:4][C:5]([NH:9][C:10]2[N:14]=[C:13]([S:15]([CH3:18])(=[O:17])=[O:16])[NH:12][N:11]=2)=[CH:6][C:7]=1[Cl:8]. (6) Given the reactants C([N:3]([C:31](=O)[C:32]1[CH:37]=[CH:36][C:35](O)=[CH:34]C=1)[C:4]1[CH:9]=[C:8]([O:10][CH3:11])[C:7]([O:12][CH3:13])=[CH:6][C:5]=1[CH:14]1[CH2:23][CH2:22][C:21]2[CH:20]=[C:19]([O:24]C(=O)C(C)(C)C)[CH:18]=[CH:17][C:16]=2[CH2:15]1)C.Br[CH2:41][C:42]([N:44]1[CH2:49][CH2:48][CH2:47][C:46]([CH3:51])([CH3:50])[CH2:45]1)=O, predict the reaction product. The product is: [CH3:50][C:46]1([CH3:51])[CH2:47][CH2:48][CH2:49][N:44]([CH2:42][CH2:41][O:10][C:8]2[CH:7]=[CH:6][C:36]([CH2:37][CH2:32][CH2:31][NH:3][C:4]3[CH:9]=[C:8]([O:10][CH3:11])[C:7]([O:12][CH3:13])=[CH:6][C:5]=3[CH:14]3[CH2:23][CH2:22][C:21]4[CH:20]=[C:19]([OH:24])[CH:18]=[CH:17][C:16]=4[CH2:15]3)=[CH:35][CH:34]=2)[CH2:45]1. (7) The product is: [Cl:17][C:18]1[CH:23]=[CH:22][C:21]([CH2:24][N:4]2[CH2:5][N:6]([CH3:8])[CH2:7][N:2]([CH3:1])[C:3]2=[N:9][N+:10]([O-:12])=[O:11])=[CH:20][N:19]=1. Given the reactants [CH3:1][N:2]1[CH2:7][N:6]([CH3:8])[CH2:5][NH:4][C:3]1=[N:9][N+:10]([O-:12])=[O:11].[H-].[Na+].[H][H].[Cl:17][C:18]1[CH:23]=[CH:22][C:21]([CH2:24]Cl)=[CH:20][N:19]=1, predict the reaction product. (8) Given the reactants [Br:1][C:2]1[CH:3]=[C:4]([CH2:9][C:10]([OH:12])=[O:11])[CH:5]=[CH:6][C:7]=1[OH:8].[CH3:13]O, predict the reaction product. The product is: [CH3:13][O:11][C:10](=[O:12])[CH2:9][C:4]1[CH:5]=[CH:6][C:7]([OH:8])=[C:2]([Br:1])[CH:3]=1. (9) Given the reactants [CH3:1][C:2]1[C:7]([C:8]2[CH:13]=[CH:12][N:11]=[C:10]([S:14][CH3:15])[N:9]=2)=[CH:6][N:5]=[C:4]([NH2:16])[N:3]=1.C1C=C(Cl)C=C(C(OO)=[O:25])C=1, predict the reaction product. The product is: [CH3:15][S:14]([C:10]1[N:9]=[C:8]([C:7]2[C:2]([CH3:1])=[N:3][C:4]([NH2:16])=[N:5][CH:6]=2)[CH:13]=[CH:12][N:11]=1)=[O:25].